This data is from Full USPTO retrosynthesis dataset with 1.9M reactions from patents (1976-2016). The task is: Predict the reactants needed to synthesize the given product. (1) Given the product [Cl:1][C:2]1[S:6][C:5]([NH:7][C:8](=[O:28])[N:9]([CH2:13][CH2:14][CH:15]([C:16]2[CH:17]=[CH:18][CH:19]=[CH:20][CH:21]=2)[C:22]2[CH:27]=[CH:26][CH:25]=[CH:24][CH:23]=2)[CH2:10][CH2:11][CH2:41][OH:42])=[N:4][C:3]=1[C:29]1[CH:30]=[CH:31][C:32]([NH:35][S:36]([CH3:39])(=[O:37])=[O:38])=[CH:33][CH:34]=1, predict the reactants needed to synthesize it. The reactants are: [Cl:1][C:2]1[S:6][C:5]([NH:7][C:8](=[O:28])[N:9]([CH2:13][CH2:14][CH:15]([C:22]2[CH:27]=[CH:26][CH:25]=[CH:24][CH:23]=2)[C:16]2[CH:21]=[CH:20][CH:19]=[CH:18][CH:17]=2)[CH2:10][CH2:11]O)=[N:4][C:3]=1[C:29]1[CH:34]=[CH:33][C:32]([NH:35][S:36]([CH3:39])(=[O:38])=[O:37])=[CH:31][CH:30]=1.Cl[C:41](OCC1C=CC=CC=1)=[O:42]. (2) Given the product [F:14][CH:2]([F:1])[O:3][C:4]1[CH:5]=[C:6]2[C:10](=[CH:11][CH:12]=1)[N:9]([CH2:22][CH2:23][CH2:24][N:25]([CH3:27])[CH3:26])[N:8]=[C:7]2[I:13], predict the reactants needed to synthesize it. The reactants are: [F:1][CH:2]([F:14])[O:3][C:4]1[CH:5]=[C:6]2[C:10](=[CH:11][CH:12]=1)[NH:9][N:8]=[C:7]2[I:13].C([O-])([O-])=O.[K+].[K+].Cl[CH2:22][CH2:23][CH2:24][N:25]([CH3:27])[CH3:26].O.